This data is from Full USPTO retrosynthesis dataset with 1.9M reactions from patents (1976-2016). The task is: Predict the reactants needed to synthesize the given product. (1) The reactants are: [F:1][C:2]1[CH:3]=[C:4]2[C:8](=[CH:9][CH:10]=1)[NH:7][C:6](=[O:11])[CH2:5]2.C[Si]([N-][Si](C)(C)C)(C)C.[Li+].OC1CCNC([CH2:29][C:30]2[N:35]=[C:34]3[CH2:36][O:37][C:38](=O)[C:33]3=[CH:32][CH:31]=2)C1.Cl.[C:41]([O-:44])(O)=O.[Na+]. Given the product [F:1][C:2]1[CH:3]=[C:4]2[C:8](=[CH:9][CH:10]=1)[NH:7][C:6](=[O:11])[C:5]2=[C:38]1[C:33]2[C:34](=[N:35][C:30]([CH2:29][N:7]3[CH2:6][CH2:5][CH2:4][CH:41]([OH:44])[CH2:8]3)=[CH:31][CH:32]=2)[CH2:36][O:37]1, predict the reactants needed to synthesize it. (2) Given the product [C:20]([CH:19]([NH:18][C:15]([C:7]1[CH:6]=[N:5][C:4]([CH:1]2[CH2:2][CH2:3]2)=[C:9]([O:10][CH2:11][CH:12]2[CH2:13][CH2:14]2)[N:8]=1)=[O:17])[CH2:23][CH:24]1[CH2:27][CH2:26][CH2:25]1)(=[O:21])[NH2:22], predict the reactants needed to synthesize it. The reactants are: [CH:1]1([C:4]2[N:5]=[CH:6][C:7]([C:15]([OH:17])=O)=[N:8][C:9]=2[O:10][CH2:11][CH:12]2[CH2:14][CH2:13]2)[CH2:3][CH2:2]1.[NH2:18][CH:19]([CH2:23][CH:24]1[CH2:27][CH2:26][CH2:25]1)[C:20]([NH2:22])=[O:21]. (3) The reactants are: C(O[Si:4]([O:11][CH2:12][CH3:13])([O:8][CH2:9][CH3:10])[O:5][CH2:6][CH3:7])C.[CH:14]1([Mg]Br)[CH2:18][CH2:17][CH2:16][CH2:15]1.[Cl-].[NH4+]. Given the product [CH:14]1([Si:4]([O:5][CH2:6][CH3:7])([O:8][CH2:9][CH3:10])[O:11][CH2:12][CH3:13])[CH2:18][CH2:17][CH2:16][CH2:15]1, predict the reactants needed to synthesize it. (4) The reactants are: Cl[C:2]1[C:11]2[C:6](=[CH:7][CH:8]=[CH:9][CH:10]=2)[C:5]([C:12]2[S:13][C:14]([CH3:18])=[C:15]([CH3:17])[CH:16]=2)=[N:4][N:3]=1.[CH3:19][O:20][C:21]1[CH:30]=[C:29]2[C:24]([C:25]([O:31][C:32]3[CH:37]=[CH:36][C:35]([NH2:38])=[CH:34][CH:33]=3)=[CH:26][CH:27]=[N:28]2)=[N:23][CH:22]=1. Given the product [CH3:17][C:15]1[CH:16]=[C:12]([C:5]2[C:6]3[C:11](=[CH:10][CH:9]=[CH:8][CH:7]=3)[C:2]([NH:38][C:35]3[CH:34]=[CH:33][C:32]([O:31][C:25]4[C:24]5[C:29](=[CH:30][C:21]([O:20][CH3:19])=[CH:22][N:23]=5)[N:28]=[CH:27][CH:26]=4)=[CH:37][CH:36]=3)=[N:3][N:4]=2)[S:13][C:14]=1[CH3:18], predict the reactants needed to synthesize it.